From a dataset of Reaction yield outcomes from USPTO patents with 853,638 reactions. Predict the reaction yield, written as a fraction of the theoretical maximum amount of product (1.0 means a 100% yield; for example, 0.34 means a 34% yield). (1) The reactants are C(OC(=O)[NH:7][CH2:8][C:9]1[CH:14]=[CH:13][C:12]([O:15][CH2:16][C:17](=[O:19])[NH2:18])=[C:11]([CH:20]2[CH2:25][CH2:24][N:23]([C:26]([C:28]3[C:36]4[C:31](=[C:32]([O:37][C:38]([F:41])([F:40])[F:39])[CH:33]=[CH:34][CH:35]=4)[N:30]([CH2:42][CH2:43][O:44][CH3:45])[CH:29]=3)=[O:27])[CH2:22][CH2:21]2)[CH:10]=1)(C)(C)C.[ClH:47]. The catalyst is O1CCOCC1. The product is [ClH:47].[NH2:7][CH2:8][C:9]1[CH:14]=[CH:13][C:12]([O:15][CH2:16][C:17]([NH2:18])=[O:19])=[C:11]([CH:20]2[CH2:21][CH2:22][N:23]([C:26]([C:28]3[C:36]4[C:31](=[C:32]([O:37][C:38]([F:41])([F:39])[F:40])[CH:33]=[CH:34][CH:35]=4)[N:30]([CH2:42][CH2:43][O:44][CH3:45])[CH:29]=3)=[O:27])[CH2:24][CH2:25]2)[CH:10]=1. The yield is 0.820. (2) The reactants are [N:1]1[CH:6]=[CH:5][C:4]([CH2:7][CH2:8][C:9](=O)[CH3:10])=[CH:3][CH:2]=1.C(=O)([O-])[O-].[Na+].[Na+].Cl.[NH2:19][OH:20].C(=O)([O-])O.[Na+]. The catalyst is C(OCC)(=O)C.O1CCCC1.O. The product is [N:1]1[CH:6]=[CH:5][C:4]([CH2:7][CH2:8][C:9](=[N:19][OH:20])[CH3:10])=[CH:3][CH:2]=1. The yield is 0.900.